This data is from Catalyst prediction with 721,799 reactions and 888 catalyst types from USPTO. The task is: Predict which catalyst facilitates the given reaction. (1) Product: [F:1][C:2]1[CH:3]=[CH:4][C:5]([C:8]2[N:17]=[C:16]([O:18][CH:19]3[CH2:37][CH:36]4[N:21]([C:22](=[O:57])[NH:23][CH2:24][CH2:25][CH2:26][CH2:27][CH2:28][CH:29]=[CH:30][CH:31]5[C:33]([C:39]([NH:41][S:42]([CH:45]6[CH2:47][CH2:46]6)(=[O:44])=[O:43])=[O:40])([NH:34][C:35]4=[O:38])[CH2:32]5)[CH2:20]3)[C:15]3[C:10](=[C:11]([CH3:60])[C:12]([O:58][CH3:59])=[CH:13][CH:14]=3)[N:9]=2)=[CH:6][CH:7]=1. The catalyst class is: 281. Reactant: [F:1][C:2]1[CH:7]=[CH:6][C:5]([C:8]2[N:17]=[C:16]([O:18][CH:19]3[CH2:37][CH:36]4[N:21]([C:22](=[O:57])[N:23](CC5C=CC(OC)=CC=5)[CH2:24][CH2:25][CH2:26][CH2:27][CH2:28][CH:29]=[CH:30][CH:31]5[C:33]([C:39]([NH:41][S:42]([CH:45]6[CH2:47][CH2:46]6)(=[O:44])=[O:43])=[O:40])([NH:34][C:35]4=[O:38])[CH2:32]5)[CH2:20]3)[C:15]3[C:10](=[C:11]([CH3:60])[C:12]([O:58][CH3:59])=[CH:13][CH:14]=3)[N:9]=2)=[CH:4][CH:3]=1. (2) Reactant: [Br:1][C:2]1[CH:7]=[CH:6][C:5]([S:8]([NH2:11])(=[O:10])=[O:9])=[C:4]([CH:12](Br)[CH:13]([CH3:15])[CH3:14])[CH:3]=1.C([O-])([O-])=O.[K+].[K+]. Product: [Br:1][C:2]1[CH:7]=[CH:6][C:5]2[S:8](=[O:10])(=[O:9])[NH:11][CH:12]([CH:13]([CH3:15])[CH3:14])[C:4]=2[CH:3]=1. The catalyst class is: 283. (3) Reactant: [CH2:1]([O:3][C:4](=[O:42])[CH2:5][C:6]1[C:14]2[C:9](=[CH:10][C:11]([C:15]3[CH:20]=[C:19]([N+:21]([O-:23])=[O:22])[CH:18]=[C:17]([N+:24]([O-:26])=[O:25])[CH:16]=3)=[CH:12][CH:13]=2)[N:8]([CH2:27][C:28]2[C:29]3[CH:36]=[C:35]([Cl:37])[CH:34]=[C:33]([N:38](C=O)[CH3:39])[C:30]=3[S:31][CH:32]=2)[CH:7]=1)[CH3:2].Cl. Product: [CH2:1]([O:3][C:4](=[O:42])[CH2:5][C:6]1[C:14]2[C:9](=[CH:10][C:11]([C:15]3[CH:20]=[C:19]([N+:21]([O-:23])=[O:22])[CH:18]=[C:17]([N+:24]([O-:26])=[O:25])[CH:16]=3)=[CH:12][CH:13]=2)[N:8]([CH2:27][C:28]2[C:29]3[CH:36]=[C:35]([Cl:37])[CH:34]=[C:33]([NH:38][CH3:39])[C:30]=3[S:31][CH:32]=2)[CH:7]=1)[CH3:2]. The catalyst class is: 497. (4) Reactant: [NH2:1][C:2]1[CH:7]=[CH:6][C:5]([N:8]([CH2:30][C:31]2[CH:36]=[CH:35][CH:34]=[C:33]([C:37]#[N:38])[CH:32]=2)[CH:9]2[CH2:14][CH2:13][N:12]([CH:15]([CH3:29])[CH2:16][CH2:17][NH:18][C:19](=[O:28])[C:20]3[C:25]([CH3:26])=[CH:24][CH:23]=[CH:22][C:21]=3[CH3:27])[CH2:11][CH2:10]2)=[CH:4][CH:3]=1.C([O-])([O-])=O.[K+].[K+].[CH3:45][N:46]([CH3:50])[C:47](Cl)=[O:48]. Product: [C:37]([C:33]1[CH:32]=[C:31]([CH:36]=[CH:35][CH:34]=1)[CH2:30][N:8]([C:5]1[CH:6]=[CH:7][C:2]([NH:1][C:47]([N:46]([CH3:50])[CH3:45])=[O:48])=[CH:3][CH:4]=1)[CH:9]1[CH2:10][CH2:11][N:12]([CH:15]([CH3:29])[CH2:16][CH2:17][NH:18][C:19](=[O:28])[C:20]2[C:21]([CH3:27])=[CH:22][CH:23]=[CH:24][C:25]=2[CH3:26])[CH2:13][CH2:14]1)#[N:38]. The catalyst class is: 3.